From a dataset of Full USPTO retrosynthesis dataset with 1.9M reactions from patents (1976-2016). Predict the reactants needed to synthesize the given product. (1) The reactants are: Cl[C:2]1[N:3]=[N:4][C:5]([O:8][C:9]2[CH:14]=[CH:13][CH:12]=[CH:11][CH:10]=2)=[CH:6][CH:7]=1.C([O-])(=[O:17])C.[Na+].[OH-].[Na+]. Given the product [O:8]([C:5]1[CH:6]=[CH:7][C:2](=[O:17])[NH:3][N:4]=1)[C:9]1[CH:14]=[CH:13][CH:12]=[CH:11][CH:10]=1, predict the reactants needed to synthesize it. (2) Given the product [OH:1][C@H:2]1[CH2:11][CH2:10][C@@H:9]2[C@H:4]([CH2:5][C@@H:6]([C:16]([OH:18])=[O:17])[N:7]([C:12]([O:14][CH3:15])=[O:13])[CH2:8]2)[CH2:3]1, predict the reactants needed to synthesize it. The reactants are: [O:1]=[C:2]1[CH2:11][CH2:10][C@@H:9]2[C@H:4]([CH2:5][C@@H:6]([C:16]([OH:18])=[O:17])[N:7]([C:12]([O:14][CH3:15])=[O:13])[CH2:8]2)[CH2:3]1.CCC(C)[BH-](C(C)CC)C(C)CC.[Li+]. (3) Given the product [Cl:1][C:2]1[C:7]([Cl:8])=[CH:6][CH:5]=[CH:4][C:3]=1[N:9]1[C:13]([NH:14][C:21](=[O:22])[C:20]2[CH:24]=[CH:25][CH:26]=[N:27][C:19]=2[CH3:18])=[C:12]2[CH2:15][CH2:16][CH2:17][C:11]2=[N:10]1, predict the reactants needed to synthesize it. The reactants are: [Cl:1][C:2]1[C:7]([Cl:8])=[CH:6][CH:5]=[CH:4][C:3]=1[N:9]1[C:13]([NH2:14])=[C:12]2[CH2:15][CH2:16][CH2:17][C:11]2=[N:10]1.[CH3:18][C:19]1[N:27]=[CH:26][CH:25]=[CH:24][C:20]=1[C:21](O)=[O:22].F[P-](F)(F)(F)(F)F.N1(OC(N(C)C)=[N+](C)C)C2N=CC=CC=2N=N1.C(N(CC)CC)C. (4) The reactants are: F[CH2:2][C:3]([C:5]1[CH:10]=[CH:9][CH:8]=[CH:7][CH:6]=1)=O.[NH2:11][NH2:12].C(Cl)Cl. Given the product [CH3:2][C:3]1[C:5]2[C:10](=[CH:9][CH:8]=[CH:7][CH:6]=2)[NH:12][N:11]=1, predict the reactants needed to synthesize it. (5) Given the product [Cl:1][C:2]1[CH:3]=[C:4]([CH:8]=[C:9]([F:12])[C:10]=1[F:11])[CH2:5][O:7][C:17]1[CH:16]=[C:21]2[N:22]([CH3:29])[CH2:23][CH2:24][N:20]2[C:18](=[O:19])[N:13]=1, predict the reactants needed to synthesize it. The reactants are: [Cl:1][C:2]1[CH:3]=[C:4]([CH:8]=[C:9]([F:12])[C:10]=1[F:11])[C:5]([OH:7])=O.[N:13]1([C:18]([N:20]2[CH:24]=[CH:23][N:22]=[CH:21]2)=[O:19])[CH:17]=[CH:16]N=C1.[BH4-].[Na+].Cl.O1CCC[CH2:29]1. (6) Given the product [Cl:22][C:23]1[C:28]([C:29]([F:31])([F:30])[F:32])=[CH:27][CH:26]=[CH:25][C:24]=1[CH2:33][CH2:34][C@H:35]1[C:44]2[C:39](=[CH:40][C:41]([O:47][CH3:48])=[C:42]([O:45][CH3:46])[CH:43]=2)[CH2:38][CH2:37][N:36]1[C@H:4]([C:5]1[CH:6]=[CH:7][CH:8]=[CH:9][CH:10]=1)[C:1]([NH2:2])=[O:3], predict the reactants needed to synthesize it. The reactants are: [C:1]([CH:4](OS(C1C=CC(C)=CC=1)(=O)=O)[C:5]1[CH:10]=[CH:9][CH:8]=[CH:7][CH:6]=1)(=[O:3])[NH2:2].[Cl:22][C:23]1[C:28]([C:29]([F:32])([F:31])[F:30])=[CH:27][CH:26]=[CH:25][C:24]=1[CH2:33][CH2:34][C@H:35]1[C:44]2[C:39](=[CH:40][C:41]([O:47][CH3:48])=[C:42]([O:45][CH3:46])[CH:43]=2)[CH2:38][CH2:37][NH:36]1. (7) Given the product [Cl:14][C:15]1[CH:16]=[CH:17][C:18]([C@H:21]2[C@@:23]3([C:31]4[C:26](=[CH:27][CH:28]=[CH:29][CH:30]=4)[N:25]([CH2:2][CH2:3][NH:13][CH2:12][CH2:11][N:8]4[CH2:9][CH2:10][O:5][CH2:6][CH2:7]4)[C:24]3=[O:32])[CH2:22]2)=[CH:19][CH:20]=1, predict the reactants needed to synthesize it. The reactants are: Br[CH:2]=[CH:3]Br.[O:5]1[CH2:10][CH2:9][N:8]([CH2:11][CH2:12][NH2:13])[CH2:7][CH2:6]1.[Cl:14][C:15]1[CH:20]=[CH:19][C:18]([C@@H:21]2[C@:23]3([C:31]4[C:26](=[CH:27][CH:28]=[CH:29][CH:30]=4)[NH:25][C:24]3=[O:32])[CH2:22]2)=[CH:17][CH:16]=1. (8) Given the product [C:21]1(=[C:8]([C:9]2[CH:14]=[CH:13][C:12]([C:15]3[C:16]([CH3:17])=[N:33][O:34][C:35]=3[CH3:36])=[CH:11][CH:10]=2)[C:5]2[CH:4]=[CH:3][C:2]([OH:1])=[CH:7][CH:6]=2)[CH2:26][CH2:25][CH2:27][CH2:24][CH2:23][CH2:22]1, predict the reactants needed to synthesize it. The reactants are: [OH:1][C:2]1[CH:7]=[CH:6][C:5]([C:8](=[C:21]2[CH2:26][C:25](C)([CH3:27])[CH2:24][C:23](C)(C)[CH2:22]2)[C:9]2[CH:14]=[CH:13][C:12]([CH2:15][CH2:16][C:17](OC)=O)=[CH:11][CH:10]=2)=[CH:4][CH:3]=1.CC1[C:36](B(O)O)=[C:35](C)[O:34][N:33]=1.C([O-])([O-])=O.[Na+].[Na+]. (9) Given the product [F:11][C:5]1[CH:6]=[CH:7][CH:8]=[C:9]([F:10])[C:4]=1[C:2](=[O:3])[CH:1]=[O:15], predict the reactants needed to synthesize it. The reactants are: [CH3:1][C:2]([C:4]1[C:9]([F:10])=[CH:8][CH:7]=[CH:6][C:5]=1[F:11])=[O:3].BrBr.S([O-])([O-])(=O)=[O:15].[Na+].[Na+].C(=O)([O-])O.[Na+].